Binary Classification. Given a miRNA mature sequence and a target amino acid sequence, predict their likelihood of interaction. From a dataset of Experimentally validated miRNA-target interactions with 360,000+ pairs, plus equal number of negative samples. (1) The miRNA is hsa-miR-503-3p with sequence GGGGUAUUGUUUCCGCUGCCAGG. The protein sequence of the target gene is MTVRGDVLAPDPASPTTAAASPSVSVIPEGSPTAMEQPVFLMTTAAQAISGFFVWTALLITCHQIYMHLRCYSCPNEQRYIVRILFIVPIYAFDSWLSLLFFTNDQYYVYFGTVRDCYEALVIYNFLSLCYEYLGGESSIMSEIRGKPIESSCMYGTCCLWGKTYSIGFLRFCKQATLQFCVVKPLMAVSTVVLQAFGKYRDGDFDVTSGYLYVTIIYNISVSLALYALFLFYFATRELLSPYSPVLKFFMVKSVIFLSFWQGMLLAILEKCGAIPKIHSARVSVGEGTVAAGYQDFIIC.... Result: 1 (interaction). (2) The miRNA is hsa-miR-616-3p with sequence AGUCAUUGGAGGGUUUGAGCAG. The protein sequence of the target gene is MAVLVVLLFFLVAGALGNEFSILRSPGSVVFRNGNWPIPGDRIPDVAALSMGFSVKEDLSWPGLAVGNLFHRPRATIMVMVKGVDKLALPAGSVISYPLENAVPFSLDSVANSIHSLFSEETPVVLQLAPSEERVYMVGKANSVFEDLSVTLRQLRNRLFQENSLLNSLPLNSLSRNNEVDLLFLSELQVLHDISSLLSRHKHLAKDHSPDLYSLELAGLDELGKRYGEDSEQFRDASKILVDALQKFADDMYSLYGGNAVVELVTVKSFDTSLVRKSRTILEAKQENTQSPYNLAYKYN.... Result: 0 (no interaction).